Dataset: Reaction yield outcomes from USPTO patents with 853,638 reactions. Task: Predict the reaction yield, written as a fraction of the theoretical maximum amount of product (1.0 means a 100% yield; for example, 0.34 means a 34% yield). (1) The reactants are [F:1][C:2]([F:16])([F:15])[O:3][C:4]1[CH:5]=[CH:6][C:7]2[O:12][CH2:11][C:10](=[O:13])[NH:9][C:8]=2[CH:14]=1.[H-].[Na+].Br[CH2:20][C:21]([O:23][CH2:24][CH3:25])=[O:22].FC(F)(F)C(O)=O. The catalyst is O1CCCC1.CC#N.O. The product is [O:13]=[C:10]1[N:9]([CH2:20][C:21]([O:23][CH2:24][CH3:25])=[O:22])[C:8]2[CH:14]=[C:4]([O:3][C:2]([F:1])([F:15])[F:16])[CH:5]=[CH:6][C:7]=2[O:12][CH2:11]1. The yield is 0.730. (2) The reactants are [H-].[Na+].[Cl:3][C:4]1[CH:9]=[CH:8][C:7]([OH:10])=[CH:6][N:5]=1.[CH2:11](Br)[C:12]1[CH:17]=[CH:16][CH:15]=[CH:14][CH:13]=1. The catalyst is CCCCCC.CN(C=O)C.O. The product is [Cl:3][C:4]1[CH:9]=[CH:8][C:7]([O:10][CH2:11][C:12]2[CH:17]=[CH:16][CH:15]=[CH:14][CH:13]=2)=[CH:6][N:5]=1. The yield is 0.880. (3) The reactants are Cl[C:2]1[C:11]2[C:6](=[CH:7][C:8]([O:14][CH3:15])=[C:9]([O:12][CH3:13])[CH:10]=2)[N:5]=[CH:4][N:3]=1.[NH:16]1[CH2:20][CH2:19][CH:18]([OH:21])[CH2:17]1.CCN(C(C)C)C(C)C.CC([O-])(C)C.[K+].C1COCC1.[N+](C1C=CC([O:51][C:52](=O)[NH:53][C:54]2[CH:59]=[CH:58][C:57]([O:60][CH:61]3[CH2:65][CH2:64][CH2:63][CH2:62]3)=[CH:56][CH:55]=2)=CC=1)([O-])=O. The catalyst is CS(C)=O. The product is [CH3:13][O:12][C:9]1[CH:10]=[C:11]2[C:6](=[CH:7][C:8]=1[O:14][CH3:15])[N:5]=[CH:4][N:3]=[C:2]2[N:16]1[CH2:20][CH2:19][CH:18]([O:21][C:52](=[O:51])[NH:53][C:54]2[CH:55]=[CH:56][C:57]([O:60][CH:61]3[CH2:65][CH2:64][CH2:63][CH2:62]3)=[CH:58][CH:59]=2)[CH2:17]1. The yield is 0.190. (4) The reactants are [CH:1]([CH:3]1[CH2:8][CH2:7][N:6]([CH2:9][C:10]2[CH:22]=[CH:21][C:13]([C:14]([O:16]C(C)(C)C)=[O:15])=[CH:12][CH:11]=2)[CH2:5][CH2:4]1)=O.[Br:23][C:24]1[CH:29]=[CH:28][C:27]([C@@H:30]2[CH2:32][C@H:31]2[NH2:33])=[CH:26][CH:25]=1.[B-]C#N.[Na+].O. The catalyst is CO. The product is [Br:23][C:24]1[CH:25]=[CH:26][C:27]([C@@H:30]2[CH2:32][C@H:31]2[NH:33][CH2:1][CH:3]2[CH2:4][CH2:5][N:6]([CH2:9][C:10]3[CH:11]=[CH:12][C:13]([C:14]([OH:16])=[O:15])=[CH:21][CH:22]=3)[CH2:7][CH2:8]2)=[CH:28][CH:29]=1. The yield is 0.268. (5) The reactants are [H-].[Al+3].[Li+].[H-].[H-].[H-].[NH:7]1[C:13](=O)[CH2:12][CH2:11][CH2:10][C:9]2[CH:15]=[CH:16][CH:17]=[CH:18][C:8]1=2.O.[OH-].[Na+]. The catalyst is O1CCCC1. The product is [NH:7]1[CH2:13][CH2:12][CH2:11][CH2:10][C:9]2[CH:15]=[CH:16][CH:17]=[CH:18][C:8]1=2. The yield is 0.850. (6) The reactants are [CH2:1]([N:8]1[C:16]2[C:11](=[CH:12][CH:13]=[C:14]([C:17]3[CH:22]=[CH:21][C:20]([C:23]([F:26])([F:25])[F:24])=[CH:19][CH:18]=3)[CH:15]=2)[CH:10]=[CH:9]1)[C:2]1[CH:7]=[CH:6][CH:5]=[CH:4][CH:3]=1.[C:27](Cl)(=[O:31])[C:28](Cl)=[O:29].[CH2:33]([OH:35])[CH3:34]. No catalyst specified. The product is [CH2:1]([N:8]1[C:16]2[C:11](=[CH:12][CH:13]=[C:14]([C:17]3[CH:22]=[CH:21][C:20]([C:23]([F:26])([F:24])[F:25])=[CH:19][CH:18]=3)[CH:15]=2)[C:10]([C:27](=[O:31])[C:28]([O:35][CH2:33][CH3:34])=[O:29])=[CH:9]1)[C:2]1[CH:3]=[CH:4][CH:5]=[CH:6][CH:7]=1. The yield is 0.620. (7) The reactants are NC1C=CC(C)=CC=1[C:4](O)=[O:5].[NH2:12][C:13]1[CH:18]=[CH:17][C:16]([CH3:19])=[CH:15][C:14]=1[C:20]([C:22]1[CH:27]=[CH:26][CH:25]=[CH:24][C:23]=1[O:28][CH3:29])=[O:21].[NH2:30][C:31]1[S:32][CH:33]=[CH:34][N:35]=1. No catalyst specified. The product is [NH2:12][C:13]1[CH:18]=[CH:17][C:16]([CH3:19])=[CH:15][C:14]=1[C:20]([C:22]1[CH:27]=[CH:26][CH:25]=[CH:24][C:23]=1[O:28][CH3:29])=[O:21].[CH3:29][O:28][C:23]1[CH:24]=[CH:25][CH:26]=[CH:27][C:22]=1[C:20]([C:14]1[CH:15]=[C:16]([CH3:19])[CH:17]=[CH:18][C:13]=1[NH:12][C:4]([NH:30][C:31]1[S:32][CH:33]=[CH:34][N:35]=1)=[O:5])=[O:21]. The yield is 0.350.